Dataset: TCR-epitope binding with 47,182 pairs between 192 epitopes and 23,139 TCRs. Task: Binary Classification. Given a T-cell receptor sequence (or CDR3 region) and an epitope sequence, predict whether binding occurs between them. (1) The epitope is FADDLNQLTGY. The TCR CDR3 sequence is CASSPPLLAGNEQYF. Result: 0 (the TCR does not bind to the epitope). (2) The epitope is KRWIILGLNK. The TCR CDR3 sequence is CASSPGQGPRYQETQYF. Result: 0 (the TCR does not bind to the epitope). (3) The epitope is RQLLFVVEV. The TCR CDR3 sequence is CASLKGGGLSGYTF. Result: 1 (the TCR binds to the epitope). (4) The epitope is KPLEFGATSAAL. The TCR CDR3 sequence is CASRSGAKAFF. Result: 0 (the TCR does not bind to the epitope). (5) The epitope is KLMNIQQKL. The TCR CDR3 sequence is CASSWTSGNTIYF. Result: 0 (the TCR does not bind to the epitope).